This data is from Full USPTO retrosynthesis dataset with 1.9M reactions from patents (1976-2016). The task is: Predict the reactants needed to synthesize the given product. (1) Given the product [OH:1][C@@H:2]([CH3:35])[CH2:3][NH:4][C:5]1[N:10]=[C:9]([C:11]2[CH:12]=[N:13][CH:14]=[CH:15][CH:16]=2)[N:8]=[C:7]([C:17]2[C:18]([C:25]3[CH:30]=[C:29]([CH3:31])[CH:28]=[C:27]([OH:33])[CH:26]=3)=[N:19][N:20]([CH2:22][C:23]#[N:24])[CH:21]=2)[CH:6]=1, predict the reactants needed to synthesize it. The reactants are: [OH:1][C@@H:2]([CH3:35])[CH2:3][NH:4][C:5]1[N:10]=[C:9]([C:11]2[CH:12]=[N:13][CH:14]=[CH:15][CH:16]=2)[N:8]=[C:7]([C:17]2[C:18]([C:25]3[CH:30]=[C:29]([CH2:31]C)[CH:28]=[C:27]([O:33]C)[CH:26]=3)=[N:19][N:20]([CH2:22][C:23]#[N:24])[CH:21]=2)[CH:6]=1.B(F)(F)F.CSC. (2) Given the product [NH2:1][C:2]1[N:7]=[C:6]([O:23][CH:17]2[CH2:22][CH2:21][CH2:20][CH2:19][CH2:18]2)[C:5]([C:9]#[N:10])=[C:4]([C:11]2[CH:16]=[CH:15][CH:14]=[CH:13][CH:12]=2)[N:3]=1, predict the reactants needed to synthesize it. The reactants are: [NH2:1][C:2]1[N:7]=[C:6](Cl)[C:5]([C:9]#[N:10])=[C:4]([C:11]2[CH:16]=[CH:15][CH:14]=[CH:13][CH:12]=2)[N:3]=1.[CH:17]1([OH:23])[CH2:22][CH2:21][CH2:20][CH2:19][CH2:18]1.C1CCN2C(=NCCC2)CC1. (3) Given the product [CH3:1][O:2][C:3](=[O:19])[C:4]([C:12]1[CH:17]=[CH:16][C:15]([Br:18])=[CH:14][CH:13]=1)([CH:9]([CH3:11])[CH3:10])[CH2:5][CH2:6][CH2:7][N:32]([CH2:31][CH2:30][CH2:29][C:21]1[NH:20][C:24]2[CH:25]=[CH:26][CH:27]=[CH:28][C:23]=2[N:22]=1)[CH3:33], predict the reactants needed to synthesize it. The reactants are: [CH3:1][O:2][C:3](=[O:19])[C:4]([C:12]1[CH:17]=[CH:16][C:15]([Br:18])=[CH:14][CH:13]=1)([CH:9]([CH3:11])[CH3:10])[CH2:5][CH2:6][CH2:7]Br.[NH:20]1[C:24]2[CH:25]=[CH:26][CH:27]=[CH:28][C:23]=2[N:22]=[C:21]1[CH2:29][CH2:30][CH2:31][NH:32][CH3:33].N1C2C=CC=CC=2NC=1.C(=O)([O-])[O-].[K+].[K+]. (4) Given the product [C:1]([O:4][C:5]1[CH:22]=[CH:21][C:20]([Br:23])=[CH:19][C:6]=1[C:7]([NH:9][C:10]1[S:11][C:12]([Br:24])=[C:13]([C:15]([CH3:18])([CH3:17])[CH3:16])[N:14]=1)=[O:8])(=[O:3])[CH3:2], predict the reactants needed to synthesize it. The reactants are: [C:1]([O:4][C:5]1[CH:22]=[CH:21][C:20]([Br:23])=[CH:19][C:6]=1[C:7]([NH:9][C:10]1[S:11][CH:12]=[C:13]([C:15]([CH3:18])([CH3:17])[CH3:16])[N:14]=1)=[O:8])(=[O:3])[CH3:2].[Br:24]N1C(=O)CCC1=O. (5) Given the product [CH3:11][C:8]1[N:4]2[CH:5]=[CH:6][CH:7]=[C:2]([C:17](=[CH2:28])[C:18]([O:20][CH2:21][C:22]3[CH:27]=[CH:26][CH:25]=[CH:24][CH:23]=3)=[O:19])[C:3]2=[N:10][N:9]=1, predict the reactants needed to synthesize it. The reactants are: Br[C:2]1[C:3]2[N:4]([C:8]([CH3:11])=[N:9][N:10]=2)[CH:5]=[CH:6][CH:7]=1.C([Sn](CCCC)(CCCC)[C:17](=[CH2:28])[C:18]([O:20][CH2:21][C:22]1[CH:27]=[CH:26][CH:25]=[CH:24][CH:23]=1)=[O:19])CCC. (6) The reactants are: [Br:1][C:2]1[N:3]=[C:4]([NH:12][CH2:13][CH:14]([CH3:16])[CH3:15])[C:5]2[N:6]([C:8](I)=[CH:9][N:10]=2)[CH:7]=1.O.P([O-])([O-])([O-])=O.[K+].[K+].[K+].[CH:26]1([NH:29][C:30]([C:32]2[CH:37]=[CH:36][C:35](B(O)O)=[CH:34][CH:33]=2)=[O:31])[CH2:28][CH2:27]1. Given the product [Br:1][C:2]1[N:3]=[C:4]([NH:12][CH2:13][CH:14]([CH3:16])[CH3:15])[C:5]2[N:6]([C:8]([C:35]3[CH:36]=[CH:37][C:32]([C:30]([NH:29][CH:26]4[CH2:27][CH2:28]4)=[O:31])=[CH:33][CH:34]=3)=[CH:9][N:10]=2)[CH:7]=1, predict the reactants needed to synthesize it.